Dataset: Serine/threonine kinase 33 screen with 319,792 compounds. Task: Binary Classification. Given a drug SMILES string, predict its activity (active/inactive) in a high-throughput screening assay against a specified biological target. (1) The molecule is s1c(NC(=O)CC(c2ccccc2)C)nnc1CC. The result is 0 (inactive). (2) The compound is O1C(CC(=O)NCCCN2CC(CC(C2)C)C)C(=O)Nc2c1cccc2. The result is 0 (inactive). (3) The drug is s1c(c2n(c3c(n2)cccc3)Cc2ccccc2)cnc1. The result is 0 (inactive). (4) The compound is s1c(NC(=O)CN2CCN(CC2)Cc2ccccc2)nnc1C. The result is 0 (inactive).